From a dataset of Forward reaction prediction with 1.9M reactions from USPTO patents (1976-2016). Predict the product of the given reaction. Given the reactants C([O:5][C:6](=[O:37])[CH:7]([O:9][C:10]1[CH:15]=[CH:14][C:13]([CH2:16][NH:17][C:18]([C:20]2[C:21]([O:26][C:27]3[CH:35]=[CH:34][C:30]4=[N:31][O:32][N:33]=[C:29]4[CH:28]=3)=[N:22][CH:23]=[CH:24][CH:25]=2)=[O:19])=[C:12]([F:36])[CH:11]=1)[CH3:8])(C)(C)C, predict the reaction product. The product is: [N:31]1[O:32][N:33]=[C:29]2[CH:28]=[C:27]([O:26][C:21]3[C:20]([C:18]([NH:17][CH2:16][C:13]4[CH:14]=[CH:15][C:10]([O:9][CH:7]([CH3:8])[C:6]([OH:37])=[O:5])=[CH:11][C:12]=4[F:36])=[O:19])=[CH:25][CH:24]=[CH:23][N:22]=3)[CH:35]=[CH:34][C:30]=12.